This data is from NCI-60 drug combinations with 297,098 pairs across 59 cell lines. The task is: Regression. Given two drug SMILES strings and cell line genomic features, predict the synergy score measuring deviation from expected non-interaction effect. Drug 1: C1=CC=C(C=C1)NC(=O)CCCCCCC(=O)NO. Drug 2: COC1=C2C(=CC3=C1OC=C3)C=CC(=O)O2. Cell line: CCRF-CEM. Synergy scores: CSS=15.4, Synergy_ZIP=-0.212, Synergy_Bliss=-0.588, Synergy_Loewe=-34.7, Synergy_HSA=-2.64.